Dataset: Forward reaction prediction with 1.9M reactions from USPTO patents (1976-2016). Task: Predict the product of the given reaction. (1) Given the reactants [Cl:1][C:2]1[CH:3]=[C:4]([CH:12]([CH2:22][CH:23]2[CH2:27][CH2:26][CH2:25][C:24]2=O)[C:13]([NH:15][C:16]2[CH:21]=[N:20][CH:19]=[CH:18][N:17]=2)=[O:14])[CH:5]=[CH:6][C:7]=1[S:8]([CH3:11])(=[O:10])=[O:9].Cl.[NH2:30][OH:31], predict the reaction product. The product is: [Cl:1][C:2]1[CH:3]=[C:4]([CH:12]([CH2:22][CH:23]2[CH2:27][CH2:26][CH2:25][C:24]2=[N:30][OH:31])[C:13]([NH:15][C:16]2[CH:21]=[N:20][CH:19]=[CH:18][N:17]=2)=[O:14])[CH:5]=[CH:6][C:7]=1[S:8]([CH3:11])(=[O:10])=[O:9]. (2) Given the reactants I[C:2]1[C:10]2[C:5](=[CH:6][CH:7]=[C:8]([NH:11][S:12]([C:15]3[CH:20]=[CH:19][CH:18]=[CH:17][C:16]=3[S:21]([CH3:24])(=[O:23])=[O:22])(=[O:14])=[O:13])[CH:9]=2)[N:4](C(OC(C)(C)C)=O)[N:3]=1.[CH3:32][N:33]([CH3:43])[C:34]1[CH:39]=[CH:38][C:37](B(O)O)=[CH:36][CH:35]=1.C(=O)([O-])O.[Na+], predict the reaction product. The product is: [CH3:32][N:33]([CH3:43])[C:34]1[CH:39]=[CH:38][C:37]([C:2]2[C:10]3[C:5](=[CH:6][CH:7]=[C:8]([NH:11][S:12]([C:15]4[CH:20]=[CH:19][CH:18]=[CH:17][C:16]=4[S:21]([CH3:24])(=[O:23])=[O:22])(=[O:13])=[O:14])[CH:9]=3)[NH:4][N:3]=2)=[CH:36][CH:35]=1. (3) The product is: [CH2:35]([N:28]([CH:29]1[CH2:34][CH2:33][O:32][CH2:31][CH2:30]1)[C:27]1[C:4]2[CH2:1][CH:2]=[CH:3][CH2:18][O:17][CH2:16][C:15]3[CH:14]=[C:13]([CH3:21])[N:12]=[C:11]([O:22][CH3:23])[C:10]=3[CH2:9][NH:8][C:6](=[O:7])[C:5]=2[CH:24]=[CH:25][CH:26]=1)[CH3:36]. Given the reactants [CH2:1]([C:4]1[C:27]([N:28]([CH2:35][CH3:36])[CH:29]2[CH2:34][CH2:33][O:32][CH2:31][CH2:30]2)=[CH:26][CH:25]=[CH:24][C:5]=1[C:6]([NH:8][CH2:9][C:10]1[C:11]([O:22][CH3:23])=[N:12][C:13]([CH3:21])=[CH:14][C:15]=1[CH2:16][O:17][CH2:18]C=C)=[O:7])[CH:2]=[CH2:3], predict the reaction product.